From a dataset of Full USPTO retrosynthesis dataset with 1.9M reactions from patents (1976-2016). Predict the reactants needed to synthesize the given product. (1) Given the product [CH3:30][N:26]1[C@H:22]([CH2:21][O:20][C:1]([C:8]2[CH:13]=[CH:12][CH:11]=[CH:10][CH:9]=2)([C:14]2[CH:15]=[CH:16][CH:17]=[CH:18][CH:19]=2)[C:2]2[CH:7]=[CH:6][CH:5]=[CH:4][CH:3]=2)[CH2:23][CH2:24][C:25]1=[O:27], predict the reactants needed to synthesize it. The reactants are: [C:1]([O:20][CH2:21][C@H:22]1[NH:26][C:25](=[O:27])[CH2:24][CH2:23]1)([C:14]1[CH:19]=[CH:18][CH:17]=[CH:16][CH:15]=1)([C:8]1[CH:13]=[CH:12][CH:11]=[CH:10][CH:9]=1)[C:2]1[CH:7]=[CH:6][CH:5]=[CH:4][CH:3]=1.IC.[CH3:30][Si]([N-][Si](C)(C)C)(C)C.[Na+].[Cl-].[NH4+]. (2) Given the product [N:50]1[C:51]([C:59]2[CH:60]=[C:61]([NH:65][C:23]([C:17]3[C:18](=[O:22])[O:19][C:20]4[C:15]([CH:16]=3)=[CH:14][CH:13]=[C:12]([O:11][CH3:10])[CH:21]=4)=[O:25])[CH:62]=[CH:63][CH:64]=2)=[CH:52][N:53]2[CH:58]=[CH:57][CH:56]=[CH:55][C:54]=12, predict the reactants needed to synthesize it. The reactants are: CCN(C(C)C)C(C)C.[CH3:10][O:11][C:12]1[CH:21]=[C:20]2[C:15]([CH:16]=[C:17]([C:23]([OH:25])=O)[C:18](=[O:22])[O:19]2)=[CH:14][CH:13]=1.CN(C(ON1N=NC2C=CC=NC1=2)=[N+](C)C)C.F[P-](F)(F)(F)(F)F.[N:50]1[C:51]([C:59]2[CH:60]=[C:61]([NH2:65])[CH:62]=[CH:63][CH:64]=2)=[CH:52][N:53]2[CH:58]=[CH:57][CH:56]=[CH:55][C:54]=12. (3) Given the product [CH2:22]([N:3]([CH2:1][CH3:2])[CH2:4][CH2:5][N:6]1[CH2:11][CH2:10][N:9]([C:12]2[CH:18]=[C:16]([NH2:17])[C:15]([NH2:19])=[CH:14][CH:13]=2)[CH2:8][CH2:7]1)[CH3:23], predict the reactants needed to synthesize it. The reactants are: [CH2:1]([N:3]([CH2:22][CH3:23])[CH2:4][CH2:5][N:6]1[CH2:11][CH2:10][N:9]([C:12]2[CH:13]=[CH:14][C:15]([N+:19]([O-])=O)=[C:16]([CH:18]=2)[NH2:17])[CH2:8][CH2:7]1)[CH3:2]. (4) Given the product [CH3:29][O:28][C:18]1[CH:17]=[C:16]([CH:21]=[CH:20][C:19]=1[N:22]1[CH:26]=[C:25]([CH3:27])[N:24]=[CH:23]1)[C:15]([NH:14][CH2:13][C:11]#[CH:12])=[O:30], predict the reactants needed to synthesize it. The reactants are: ClC1C=C(C2[CH:12]=[C:11]([CH2:13][NH:14][C:15](=[O:30])[C:16]3[CH:21]=[CH:20][C:19]([N:22]4[CH:26]=[C:25]([CH3:27])[N:24]=[CH:23]4)=[C:18]([O:28][CH3:29])[CH:17]=3)ON=2)C=CC=1.ClN1C(=O)CCC1=O.ClC1C=C(C=CC=1)C=NO. (5) The reactants are: [Br:1][C:2]1[CH:3]=[CH:4][C:5]([C:8]#[N:9])=[N:6][CH:7]=1.[CH2:10]([Mg]Br)[CH3:11].B(F)(F)F.CCOCC. Given the product [Br:1][C:2]1[CH:3]=[CH:4][C:5]([C:8]2([NH2:9])[CH2:11][CH2:10]2)=[N:6][CH:7]=1, predict the reactants needed to synthesize it. (6) The reactants are: Cl[Si](Cl)(Cl)Cl.[Cl:6][C:7]1[N:12]=[C:11]([NH:13][C:14]([CH:16]2[CH2:18][CH2:17]2)=O)[CH:10]=[CH:9][N:8]=1.[N-:19]=[N+:20]=[N-:21].[Na+]. Given the product [Cl:6][C:7]1[N:12]=[C:11]([N:13]2[C:14]([CH:16]3[CH2:18][CH2:17]3)=[N:21][N:20]=[N:19]2)[CH:10]=[CH:9][N:8]=1, predict the reactants needed to synthesize it. (7) Given the product [Cl:1][C:2]1[CH:33]=[CH:32][C:5]([CH2:6][N:7]2[C:15]3[C:10](=[CH:11][C:12](/[CH:16]=[C:17]4/[C:18](=[O:31])[N:19]([CH2:23][C:24]5([F:30])[CH2:29][CH2:28][N:27]([CH2:39][CH2:40][OH:41])[CH2:26][CH2:25]5)[C:20](=[O:22])[S:21]/4)=[CH:13][CH:14]=3)[CH:9]=[N:8]2)=[C:4]([C:34]([F:37])([F:36])[F:35])[CH:3]=1, predict the reactants needed to synthesize it. The reactants are: [Cl:1][C:2]1[CH:33]=[CH:32][C:5]([CH2:6][N:7]2[C:15]3[C:10](=[CH:11][C:12](/[CH:16]=[C:17]4/[C:18](=[O:31])[N:19]([CH2:23][C:24]5([F:30])[CH2:29][CH2:28][NH:27][CH2:26][CH2:25]5)[C:20](=[O:22])[S:21]/4)=[CH:13][CH:14]=3)[CH:9]=[N:8]2)=[C:4]([C:34]([F:37])([F:36])[F:35])[CH:3]=1.Br[CH2:39][CH2:40][OH:41].